Dataset: Full USPTO retrosynthesis dataset with 1.9M reactions from patents (1976-2016). Task: Predict the reactants needed to synthesize the given product. (1) Given the product [C:29]([O:33][C:34](=[O:35])[NH:36][C:37]1[CH:38]=[N:39][CH:40]=[C:41]([C:42]([N:26]2[CH2:25][CH2:24][CH:23]([C:19]3[CH:20]=[CH:21][CH:22]=[C:17]([CH2:16][N:8]([C:6]([O:5][C:1]([CH3:2])([CH3:3])[CH3:4])=[O:7])[C:9]([O:11][C:12]([CH3:15])([CH3:14])[CH3:13])=[O:10])[CH:18]=3)[CH2:28][CH2:27]2)=[O:43])[CH:45]=1)([CH3:32])([CH3:30])[CH3:31], predict the reactants needed to synthesize it. The reactants are: [C:1]([O:5][C:6]([N:8]([CH2:16][C:17]1[CH:18]=[C:19]([CH:23]2[CH2:28][CH2:27][NH:26][CH2:25][CH2:24]2)[CH:20]=[CH:21][CH:22]=1)[C:9]([O:11][C:12]([CH3:15])([CH3:14])[CH3:13])=[O:10])=[O:7])([CH3:4])([CH3:3])[CH3:2].[C:29]([O:33][C:34]([NH:36][C:37]1[CH:38]=[N:39][CH:40]=[C:41]([CH:45]=1)[C:42](O)=[O:43])=[O:35])([CH3:32])([CH3:31])[CH3:30].ON1C2N=CC=CC=2N=N1.Cl.CN(C)CCCN=C=NCC.N1C=CC=CC=1. (2) Given the product [CH2:2]([S:35]([C:15]1[CH:20]=[CH:19][CH:18]=[CH:17][C:16]=1[C:21]1[CH:22]=[C:23]2[N:29]=[C:28]([C:30]([F:33])([F:32])[F:31])[N:27]([CH3:34])[C:24]2=[N:25][CH:26]=1)(=[O:39])=[O:37])[CH3:3], predict the reactants needed to synthesize it. The reactants are: Cl[C:2]1C=CC=C(C(OO)=O)[CH:3]=1.C(S[C:15]1[CH:20]=[CH:19][CH:18]=[CH:17][C:16]=1[C:21]1[CH:22]=[C:23]2[N:29]=[C:28]([C:30]([F:33])([F:32])[F:31])[N:27]([CH3:34])[C:24]2=[N:25][CH:26]=1)C.[S:35]([O-:39])([O-])(=[O:37])=S.[Na+].[Na+].C(=O)(O)[O-].[Na+]. (3) Given the product [CH3:8][C:6]1([CH3:7])[C:2]([CH3:16])([CH3:1])[O:3][B:4]([C:9]2[CH:14]=[CH:13][C:12]([O:15][CH2:18][CH2:19][CH2:20][NH:21][C:22](=[O:28])[O:23][C:24]([CH3:27])([CH3:26])[CH3:25])=[CH:11][CH:10]=2)[O:5]1, predict the reactants needed to synthesize it. The reactants are: [CH3:1][C:2]1([CH3:16])[C:6]([CH3:8])([CH3:7])[O:5][B:4]([C:9]2[CH:14]=[CH:13][C:12]([OH:15])=[CH:11][CH:10]=2)[O:3]1.Br[CH2:18][CH2:19][CH2:20][NH:21][C:22](=[O:28])[O:23][C:24]([CH3:27])([CH3:26])[CH3:25].